The task is: Predict the product of the given reaction.. This data is from Forward reaction prediction with 1.9M reactions from USPTO patents (1976-2016). (1) Given the reactants C[C:2]1([CH3:23])S[C@@H:5]2[C@H:7]([NH:10]C(CC3C=CC=CC=3)=O)[C:8](=[O:9])[N:4]2[C@H:3]1[C:20]([O-:22])=[O:21].[K+].C[C@@H]1O[C@@H](O[C@H]2[C@H](O)[C@@H](O)[C@H](NC(N)=N)[C@@H](O)[C@@H]2NC(N)=N)[C@H](O[C@@H]2O[C@@H](CO)[C@H](O)[C@@H](O)[C@@H]2NC)[C@@]1(O)C=O.C[C@@H]1O[C@@H](O[C@H]2[C@H](O)[C@@H](O)[C@H](NC(N)=N)[C@@H](O)[C@@H]2NC(N)=N)[C@H](O[C@@H]2O[C@@H](CO)[C@H](O)[C@@H](O)[C@@H]2NC)[C@@]1(O)C=O.CC1(C)S[C@@H]2[C@H](NC(CC3C=CC=CC=3)=O)[C:112](=[O:113])[N:108]2[C@H]1C([O-])=O.[K+], predict the reaction product. The product is: [CH3:5][C@H:7]([NH2:10])[C:8]([NH:4][C@H:3]([C:20]([OH:22])=[O:21])[CH2:2][CH2:23][C:112]([NH2:108])=[O:113])=[O:9]. (2) The product is: [Br:11][CH2:8][C:6]1[CH:5]=[CH:4][C:3]([O:9][CH3:10])=[C:2]([Cl:1])[CH:7]=1. Given the reactants [Cl:1][C:2]1[CH:7]=[C:6]([CH3:8])[CH:5]=[CH:4][C:3]=1[O:9][CH3:10].[Br:11]N1C(=O)CCC1=O.C(OOC(=O)C1C=CC=CC=1)(=O)C1C=CC=CC=1, predict the reaction product. (3) Given the reactants [C:1]1([N:7]2[C:11]([NH2:12])=[CH:10][C:9]([C:13]3[CH:18]=[CH:17][CH:16]=[CH:15][CH:14]=3)=[N:8]2)[CH:6]=[CH:5][CH:4]=[CH:3][CH:2]=1.CCN(C(C)C)C(C)C.[C:28](N1C=CN=C1)(N1C=CN=C1)=[O:29].Cl.Cl.[CH3:42][O:43][CH2:44][CH2:45][N:46]1[CH2:50][C@@H:49]([C:51]2[CH:56]=[CH:55][CH:54]=[CH:53][CH:52]=2)[C@H:48]([NH2:57])[CH2:47]1, predict the reaction product. The product is: [C:1]1([N:7]2[C:11]([NH:12][C:28]([NH:57][C@H:48]3[C@H:49]([C:51]4[CH:56]=[CH:55][CH:54]=[CH:53][CH:52]=4)[CH2:50][N:46]([CH2:45][CH2:44][O:43][CH3:42])[CH2:47]3)=[O:29])=[CH:10][C:9]([C:13]3[CH:18]=[CH:17][CH:16]=[CH:15][CH:14]=3)=[N:8]2)[CH:2]=[CH:3][CH:4]=[CH:5][CH:6]=1. (4) Given the reactants FC1C=CC(OC2C=C[C:10]([C:13]3[N:18]=C(C)C=CN=3)=[CH:9][CH:8]=2)=CC=1.CC(C)([O-:25])C.[K+].C1COCC1.C(O)(=O)C.[F:37][C:38]1[CH:53]=[CH:52][C:41]([O:42][C:43]2[CH:51]=[CH:50][C:46]([C:47]([NH2:49])=[NH:48])=[CH:45][CH:44]=2)=[CH:40][CH:39]=1.COC(OC)CC(=O)C, predict the reaction product. The product is: [F:37][C:38]1[CH:39]=[CH:40][C:41]([O:42][C:43]2[CH:51]=[CH:50][C:46]([C:47]3[N:49]=[C:10]([C:13]([NH2:18])=[O:25])[CH:9]=[CH:8][N:48]=3)=[CH:45][CH:44]=2)=[CH:52][CH:53]=1. (5) Given the reactants [CH:1]1([C:4]2[CH:9]=[CH:8][C:7]([N:10]3[CH2:14][CH2:13][C:12]4([CH2:19][CH2:18][NH:17][CH2:16][CH2:15]4)[C:11]3=[O:20])=[CH:6][CH:5]=2)[CH2:3][CH2:2]1.O=C(Cl)[O:23][C:24](Cl)(Cl)Cl.[CH2:29]([NH:33][CH3:34])[CH2:30][CH2:31][CH3:32], predict the reaction product. The product is: [CH2:29]([N:33]([CH3:34])[C:24]([N:17]1[CH2:18][CH2:19][C:12]2([C:11](=[O:20])[N:10]([C:7]3[CH:8]=[CH:9][C:4]([CH:1]4[CH2:3][CH2:2]4)=[CH:5][CH:6]=3)[CH2:14][CH2:13]2)[CH2:15][CH2:16]1)=[O:23])[CH2:30][CH2:31][CH3:32]. (6) Given the reactants I[C:2]1[C:7]([C:8]([F:11])([F:10])[F:9])=[CH:6][C:5]([C:12]([F:15])([F:14])[F:13])=[CH:4][C:3]=1[C:16]([F:19])([F:18])[F:17].[O-]P([O-])([O-])=O.[K+].[K+].[K+].[Si:28]([O:35][CH2:36][C:37]1[CH:42]=[CH:41][C:40](B2OC(C)(C)C(C)(C)O2)=[CH:39][N:38]=1)([C:31]([CH3:34])([CH3:33])[CH3:32])([CH3:30])[CH3:29], predict the reaction product. The product is: [Si:28]([O:35][CH2:36][C:37]1[CH:42]=[CH:41][C:40]([C:2]2[C:7]([C:8]([F:11])([F:10])[F:9])=[CH:6][C:5]([C:12]([F:15])([F:14])[F:13])=[CH:4][C:3]=2[C:16]([F:19])([F:18])[F:17])=[CH:39][N:38]=1)([C:31]([CH3:34])([CH3:33])[CH3:32])([CH3:30])[CH3:29].